This data is from Experimentally validated miRNA-target interactions with 360,000+ pairs, plus equal number of negative samples. The task is: Binary Classification. Given a miRNA mature sequence and a target amino acid sequence, predict their likelihood of interaction. (1) The miRNA is hsa-miR-142-3p with sequence UGUAGUGUUUCCUACUUUAUGGA. The protein sequence of the target gene is MLSPEAERVLRYLVEVEELAEAVLSDKRQIVDLDTKRNQNREGLRALQKDLSVSEDVMVCFGNMFIKMPHPKTKEMIQKDQEHLDKEIERLRSQLKVKVNRLFEAQGKPELKGFNLNPLSPDEVKALKVILKG. Result: 0 (no interaction). (2) The miRNA is hsa-miR-765 with sequence UGGAGGAGAAGGAAGGUGAUG. The protein sequence of the target gene is METLSFPRYNVAEIVIHIRNKILTGADGKNLTKNDLYPNPKPEVLHMIYMRALQIVYGIRLEHFYMMPVNSEVMYPHLMEGFLPFSNLVTHLDSFLPICRVNDFETADILCPKAKRTSRFLSGIINFIHFREACRETYMEFLWQYKSSADKMQQLNAAHQEALMKLERLDSVPVEEQEEFKQLSDGIQELQQSLNQDFHQKTIVLQEGNSQKKSNISEKTKRLNELKLSVVSLKEIQESLKTKIVDSPEKLKNYKEKMKDTVQKLKNARQEVVEKYEIYGDSVDCLPSCQLEVQLYQKKI.... Result: 0 (no interaction).